This data is from Forward reaction prediction with 1.9M reactions from USPTO patents (1976-2016). The task is: Predict the product of the given reaction. (1) Given the reactants [CH3:1][CH:2]([O:5][CH2:6][C:7]([O:9][CH3:10])=[O:8])[C:3]#[CH:4].C[OH:12], predict the reaction product. The product is: [CH3:1][CH:2]([O:5][CH2:6][C:7]([O:9][CH3:10])=[O:8])[C:3](=[O:12])[CH3:4]. (2) Given the reactants [C:1]1([C:7]2[CH:12]=[CH:11][C:10]([C:13]3[CH:18]=[CH:17][C:16]([C:19]4[CH:24]=[CH:23][CH:22]=[CH:21][CH:20]=4)=[CH:15][CH:14]=3)=[CH:9][CH:8]=2)[CH:6]=[CH:5][CH:4]=[CH:3][CH:2]=1.O[S:26]([OH:29])(=[O:28])=[O:27].[O:30]=[S:31](=[O:33])=[O:32].[S:34](=O)(=O)([OH:36])[OH:35], predict the reaction product. The product is: [O:35]=[S:34]1(=[O:36])[C:9]2[CH:8]=[C:7]([C:1]3[CH:2]=[CH:3][C:4]([S:26]([OH:29])(=[O:28])=[O:27])=[CH:5][CH:6]=3)[CH:12]=[CH:11][C:10]=2[C:13]2[CH:18]=[CH:17][C:16]([C:19]3[CH:20]=[CH:21][C:22]([S:31]([OH:33])(=[O:32])=[O:30])=[CH:23][CH:24]=3)=[CH:15][C:14]1=2.